This data is from NCI-60 drug combinations with 297,098 pairs across 59 cell lines. The task is: Regression. Given two drug SMILES strings and cell line genomic features, predict the synergy score measuring deviation from expected non-interaction effect. (1) Cell line: ACHN. Drug 1: C1CN(P(=O)(OC1)NCCCl)CCCl. Drug 2: C1C(C(OC1N2C=NC(=NC2=O)N)CO)O. Synergy scores: CSS=2.03, Synergy_ZIP=1.21, Synergy_Bliss=1.47, Synergy_Loewe=-7.79, Synergy_HSA=-2.17. (2) Drug 1: C1CCC(CC1)NC(=O)N(CCCl)N=O. Drug 2: CC12CCC3C(C1CCC2OP(=O)(O)O)CCC4=C3C=CC(=C4)OC(=O)N(CCCl)CCCl.[Na+]. Cell line: SNB-19. Synergy scores: CSS=4.95, Synergy_ZIP=-10.1, Synergy_Bliss=-20.5, Synergy_Loewe=-19.3, Synergy_HSA=-19.7. (3) Drug 1: COC1=C(C=C2C(=C1)N=CN=C2NC3=CC(=C(C=C3)F)Cl)OCCCN4CCOCC4. Drug 2: C(CC(=O)O)C(=O)CN.Cl. Cell line: LOX IMVI. Synergy scores: CSS=11.8, Synergy_ZIP=-6.82, Synergy_Bliss=-5.73, Synergy_Loewe=-4.26, Synergy_HSA=-3.14. (4) Drug 1: C1=CC(=CC=C1C#N)C(C2=CC=C(C=C2)C#N)N3C=NC=N3. Drug 2: C1=NC2=C(N=C(N=C2N1C3C(C(C(O3)CO)O)F)Cl)N. Cell line: UACC62. Synergy scores: CSS=2.03, Synergy_ZIP=-0.154, Synergy_Bliss=-0.262, Synergy_Loewe=0.266, Synergy_HSA=-0.625. (5) Drug 1: COC1=NC(=NC2=C1N=CN2C3C(C(C(O3)CO)O)O)N. Drug 2: C1C(C(OC1N2C=NC(=NC2=O)N)CO)O. Cell line: M14. Synergy scores: CSS=8.42, Synergy_ZIP=-0.845, Synergy_Bliss=-2.03, Synergy_Loewe=-0.120, Synergy_HSA=-0.531. (6) Drug 1: CC1=C(C(CCC1)(C)C)C=CC(=CC=CC(=CC(=O)O)C)C. Drug 2: CCC(=C(C1=CC=CC=C1)C2=CC=C(C=C2)OCCN(C)C)C3=CC=CC=C3.C(C(=O)O)C(CC(=O)O)(C(=O)O)O. Cell line: TK-10. Synergy scores: CSS=9.35, Synergy_ZIP=-0.978, Synergy_Bliss=3.79, Synergy_Loewe=-0.727, Synergy_HSA=0.783. (7) Drug 1: C1CC(C1)(C(=O)O)C(=O)O.[NH2-].[NH2-].[Pt+2]. Drug 2: C(CCl)NC(=O)N(CCCl)N=O. Cell line: OVCAR-8. Synergy scores: CSS=5.09, Synergy_ZIP=-3.80, Synergy_Bliss=0.192, Synergy_Loewe=-6.49, Synergy_HSA=-1.61. (8) Drug 1: C1=NC2=C(N1)C(=S)N=C(N2)N. Drug 2: C1C(C(OC1N2C=NC3=C(N=C(N=C32)Cl)N)CO)O. Cell line: M14. Synergy scores: CSS=34.7, Synergy_ZIP=-9.19, Synergy_Bliss=-3.46, Synergy_Loewe=-3.28, Synergy_HSA=-2.84. (9) Drug 1: CC1=C2C(C(=O)C3(C(CC4C(C3C(C(C2(C)C)(CC1OC(=O)C(C(C5=CC=CC=C5)NC(=O)C6=CC=CC=C6)O)O)OC(=O)C7=CC=CC=C7)(CO4)OC(=O)C)O)C)OC(=O)C. Drug 2: C1=NNC2=C1C(=O)NC=N2. Cell line: MDA-MB-231. Synergy scores: CSS=18.8, Synergy_ZIP=-8.54, Synergy_Bliss=2.23, Synergy_Loewe=-19.1, Synergy_HSA=1.58.